The task is: Predict which catalyst facilitates the given reaction.. This data is from Catalyst prediction with 721,799 reactions and 888 catalyst types from USPTO. Reactant: [N+:1]([C:4]1[CH:9]=[CH:8][C:7]([C:10]2[CH:15]=[CH:14][C:13]([S:16]([N:19]3[CH:23]([C:24]([OH:26])=[O:25])[CH2:22][CH:21]4[CH2:27][CH2:28][CH2:29][CH:20]34)(=[O:18])=[O:17])=[CH:12][CH:11]=2)=[CH:6][CH:5]=1)([O-])=O.C. Product: [NH2:1][C:4]1[CH:9]=[CH:8][C:7]([C:10]2[CH:11]=[CH:12][C:13]([S:16]([N:19]3[CH:23]([C:24]([OH:26])=[O:25])[CH2:22][CH:21]4[CH2:27][CH2:28][CH2:29][CH:20]34)(=[O:18])=[O:17])=[CH:14][CH:15]=2)=[CH:6][CH:5]=1. The catalyst class is: 394.